From a dataset of Full USPTO retrosynthesis dataset with 1.9M reactions from patents (1976-2016). Predict the reactants needed to synthesize the given product. (1) The reactants are: [Cl:1][C:2]1[CH:3]=[CH:4][C:5]2[N:11]3[CH:12]=[CH:13][CH:14]=[C:10]3[CH:9]([C:15]([CH3:22])([CH3:21])[C:16]([O:18]CC)=[O:17])[O:8][CH:7]([C:23]3[CH:28]=[CH:27][CH:26]=[C:25]([O:29][CH3:30])[C:24]=3[O:31][CH3:32])[C:6]=2[CH:33]=1.[OH-].[Na+]. Given the product [Cl:1][C:2]1[CH:3]=[CH:4][C:5]2[N:11]3[CH:12]=[CH:13][CH:14]=[C:10]3[CH:9]([C:15]([CH3:21])([CH3:22])[C:16]([OH:18])=[O:17])[O:8][CH:7]([C:23]3[CH:28]=[CH:27][CH:26]=[C:25]([O:29][CH3:30])[C:24]=3[O:31][CH3:32])[C:6]=2[CH:33]=1, predict the reactants needed to synthesize it. (2) Given the product [OH:14][C:12]1([CH2:1][CH:2]([CH3:4])[CH3:3])[CH2:11][CH2:10][N:9]([C:15]([O:17][C:18]([CH3:20])([CH3:19])[CH3:21])=[O:16])[CH:8]([CH3:7])[CH2:13]1, predict the reactants needed to synthesize it. The reactants are: [CH2:1]([Mg]Cl)[CH:2]([CH3:4])[CH3:3].[CH3:7][CH:8]1[CH2:13][C:12](=[O:14])[CH2:11][CH2:10][N:9]1[C:15]([O:17][C:18]([CH3:21])([CH3:20])[CH3:19])=[O:16].Cl.